Task: Predict the product of the given reaction.. Dataset: Forward reaction prediction with 1.9M reactions from USPTO patents (1976-2016) (1) The product is: [CH3:1][O:2][C:3]1[CH:4]=[CH:5][C:6]([C:7]([NH:20][C:21]2[N:29]=[CH:28][N:27]=[C:26]3[C:22]=2[N:23]=[CH:24][N:25]3[C@H:30]2[O:43][C@@H:42]([CH2:44][O:45][C:46]([C:61]3[CH:62]=[CH:63][CH:64]=[CH:65][CH:66]=3)([C:55]3[CH:56]=[CH:57][CH:58]=[CH:59][CH:60]=3)[C:47]3[CH:48]=[CH:49][C:50]([O:53][CH3:54])=[CH:51][CH:52]=3)[C@H:32]([OH:33])[CH2:31]2)([C:8]2[CH:9]=[CH:10][CH:11]=[CH:12][CH:13]=2)[C:14]2[CH:15]=[CH:16][CH:17]=[CH:18][CH:19]=2)=[CH:67][CH:68]=1. Given the reactants [CH3:1][O:2][C:3]1[CH:68]=[CH:67][C:6]([C:7]([NH:20][C:21]2[N:29]=[CH:28][N:27]=[C:26]3[C:22]=2[N:23]=[CH:24][N:25]3[C@H:30]2[O:43][C@@H:42]([CH2:44][O:45][C:46]([C:61]3[CH:66]=[CH:65][CH:64]=[CH:63][CH:62]=3)([C:55]3[CH:60]=[CH:59][CH:58]=[CH:57][CH:56]=3)[C:47]3[CH:52]=[CH:51][C:50]([O:53][CH3:54])=[CH:49][CH:48]=3)[C@H:32]([O:33]C(=O)C3C=CC=CC=3)[CH2:31]2)([C:14]2[CH:19]=[CH:18][CH:17]=[CH:16][CH:15]=2)[C:8]2[CH:13]=[CH:12][CH:11]=[CH:10][CH:9]=2)=[CH:5][CH:4]=1.C1(P(C2C=CC=CC=2)C2C=CC=CC=2)C=CC=CC=1.C(N(CC)CC)C.C[Sn](C)(C)C, predict the reaction product. (2) Given the reactants [C:1]([Si:3]([CH:10]([CH3:12])[CH3:11])([CH:7]([CH3:9])[CH3:8])[CH:4]([CH3:6])[CH3:5])#[CH:2].[Li]CCCC.[CH3:18][N:19]1[CH2:23][CH2:22][C:21](=[O:24])[CH2:20]1, predict the reaction product. The product is: [CH3:18][N:19]1[CH2:23][CH2:22][C:21]([C:2]#[C:1][Si:3]([CH:7]([CH3:9])[CH3:8])([CH:4]([CH3:6])[CH3:5])[CH:10]([CH3:12])[CH3:11])([OH:24])[CH2:20]1. (3) Given the reactants [C:1]([O:8][CH3:9])(=[O:7])[CH2:2][C:3]([O:5][CH3:6])=[O:4].[H-].[Na+].[Br:12][C:13]1[CH:18]=[CH:17][C:16](F)=[C:15]([N+:20]([O-:22])=[O:21])[CH:14]=1, predict the reaction product. The product is: [Br:12][C:13]1[CH:18]=[CH:17][C:16]([CH:2]([C:1]([O:8][CH3:9])=[O:7])[C:3]([O:5][CH3:6])=[O:4])=[C:15]([N+:20]([O-:22])=[O:21])[CH:14]=1.